From a dataset of Catalyst prediction with 721,799 reactions and 888 catalyst types from USPTO. Predict which catalyst facilitates the given reaction. (1) Reactant: [F:1][C:2]1[CH:7]=[CH:6][C:5]([CH:8]2[CH:17]([C:18]3[N:22]([CH3:23])[N:21]=[CH:20][N:19]=3)[C:16](=O)[C:15]3[C:14]([C:25]([O:27]CC)=O)=[CH:13][CH:12]=[CH:11][C:10]=3[NH:9]2)=[CH:4][CH:3]=1.[NH2:30][NH2:31]. Product: [F:1][C:2]1[CH:3]=[CH:4][C:5]([CH:8]2[NH:9][C:10]3[C:15]4[C:16](=[N:30][NH:31][C:25](=[O:27])[C:14]=4[CH:13]=[CH:12][CH:11]=3)[CH:17]2[C:18]2[N:22]([CH3:23])[N:21]=[CH:20][N:19]=2)=[CH:6][CH:7]=1. The catalyst class is: 5. (2) Reactant: [C:1]([O:5][C:6]([N:8]1[CH2:13][CH2:12][C:11]([C:15]#[N:16])([F:14])[CH2:10][CH2:9]1)=[O:7])([CH3:4])([CH3:3])[CH3:2].B. Product: [NH2:16][CH2:15][C:11]1([F:14])[CH2:10][CH2:9][N:8]([C:6]([O:5][C:1]([CH3:3])([CH3:2])[CH3:4])=[O:7])[CH2:13][CH2:12]1. The catalyst class is: 1. (3) Reactant: CCO/C(/C)=[N:5]\[O:6][S:7]([C:10]1[C:15]([CH3:16])=[CH:14][C:13]([CH3:17])=[CH:12][C:11]=1[CH3:18])(=[O:9])=[O:8].Cl(O)(=O)(=O)=O. Product: [C:11]1([CH3:18])[CH:12]=[C:13]([CH3:17])[CH:14]=[C:15]([CH3:16])[C:10]=1[S:7]([O:6][NH2:5])(=[O:9])=[O:8]. The catalyst class is: 12. (4) Reactant: [N+:1]([C:4]1[CH:11]=[CH:10][C:7]([CH:8]=O)=[CH:6][CH:5]=1)([O-:3])=[O:2].C1(P(C2C=CC=CC=2)(C2C=CC=CC=2)=[CH:19][C:20]([O:22][CH2:23][CH3:24])=[O:21])C=CC=CC=1. Product: [N+:1]([C:4]1[CH:11]=[CH:10][C:7](/[CH:8]=[CH:19]/[C:20]([O:22][CH2:23][CH3:24])=[O:21])=[CH:6][CH:5]=1)([O-:3])=[O:2]. The catalyst class is: 1.